From a dataset of Forward reaction prediction with 1.9M reactions from USPTO patents (1976-2016). Predict the product of the given reaction. (1) Given the reactants [C:1]1([C:7]2[N:8]([CH2:24][CH2:25][CH:26]3[CH2:31][CH2:30][N:29](C(OC(C)(C)C)=O)[CH2:28][CH2:27]3)[C:9]3[C:18]4[CH:17]=[CH:16][CH:15]=[CH:14][C:13]=4[N:12]=[C:11]([C:19]([F:22])([F:21])[F:20])[C:10]=3[N:23]=2)[CH:6]=[CH:5][CH:4]=[CH:3][CH:2]=1.C(=O)([O-])[O-].[K+].[K+], predict the reaction product. The product is: [C:1]1([C:7]2[N:8]([CH2:24][CH2:25][CH:26]3[CH2:31][CH2:30][NH:29][CH2:28][CH2:27]3)[C:9]3[C:18]4[CH:17]=[CH:16][CH:15]=[CH:14][C:13]=4[N:12]=[C:11]([C:19]([F:20])([F:21])[F:22])[C:10]=3[N:23]=2)[CH:2]=[CH:3][CH:4]=[CH:5][CH:6]=1. (2) Given the reactants S(Cl)(Cl)=O.[Cl:5][C:6]1[N:11]=[N:10][C:9]([C:12]([OH:14])=O)=[CH:8][CH:7]=1.Cl.[Cl:16][C:17]1[CH:18]=[C:19]2[C:23](=[CH:24][CH:25]=1)[NH:22][CH:21]=[C:20]2[CH2:26][CH2:27][NH2:28].C(N(C(C)C)C(C)C)C, predict the reaction product. The product is: [Cl:5][C:6]1[N:11]=[N:10][C:9]([C:12]([NH:28][CH2:27][CH2:26][C:20]2[C:19]3[C:23](=[CH:24][CH:25]=[C:17]([Cl:16])[CH:18]=3)[NH:22][CH:21]=2)=[O:14])=[CH:8][CH:7]=1.